Binary Classification. Given a T-cell receptor sequence (or CDR3 region) and an epitope sequence, predict whether binding occurs between them. From a dataset of TCR-epitope binding with 47,182 pairs between 192 epitopes and 23,139 TCRs. (1) The epitope is IVTDFSVIK. The TCR CDR3 sequence is CASSSPTSGNTDTQYF. Result: 0 (the TCR does not bind to the epitope). (2) The epitope is LLLGIGILV. The TCR CDR3 sequence is CSVAQVNTDTQYF. Result: 0 (the TCR does not bind to the epitope). (3) Result: 0 (the TCR does not bind to the epitope). The TCR CDR3 sequence is CASSLYGSPDQPQHF. The epitope is ELAGIGILTV. (4) The epitope is QECVRGTTVL. The TCR CDR3 sequence is CASSLAISLREREKLFF. Result: 0 (the TCR does not bind to the epitope). (5) The epitope is LLLGIGILV. The TCR CDR3 sequence is CASRRGGGDTQYF. Result: 1 (the TCR binds to the epitope). (6) The epitope is KMKDLSPRW. The TCR CDR3 sequence is CASSSGLAGGDTQYF. Result: 0 (the TCR does not bind to the epitope). (7) The epitope is QECVRGTTVL. The TCR CDR3 sequence is CASSWIGGATGELFF. Result: 0 (the TCR does not bind to the epitope).